From a dataset of Full USPTO retrosynthesis dataset with 1.9M reactions from patents (1976-2016). Predict the reactants needed to synthesize the given product. (1) Given the product [Cl:7][C:8]1[CH:13]=[CH:12][CH:11]=[C:10]([F:14])[C:9]=1[C:15]1[C:2](=[O:4])[N:20]([CH3:21])[N:19]=[C:18]([CH3:29])[C:16]=1[OH:17], predict the reactants needed to synthesize it. The reactants are: C[C:2](C)([O-:4])C.[K+].[Cl:7][C:8]1[CH:13]=[CH:12][CH:11]=[C:10]([F:14])[C:9]=1[CH2:15][C:16]([CH2:18][NH:19][N:20]=[C:21](C)C(OCC)=O)=[O:17].Cl.[CH3:29]N(C=O)C. (2) Given the product [F:1][C:2]1[CH:7]=[CH:6][CH:5]=[CH:4][C:3]=1[N:8]([CH3:14])[C:9](=[O:13])[CH:10]([O:16][C:15]1[CH:22]=[CH:21][C:19]([OH:20])=[CH:18][CH:17]=1)[CH3:11], predict the reactants needed to synthesize it. The reactants are: [F:1][C:2]1[CH:7]=[CH:6][CH:5]=[CH:4][C:3]=1[N:8]([CH3:14])[C:9](=[O:13])[CH:10](Br)[CH3:11].[C:15]1([CH:22]=[CH:21][C:19]([OH:20])=[CH:18][CH:17]=1)[OH:16].C(=O)([O-])[O-].[K+].[K+].C([N+](CCCC)(CCCC)CCCC)CCC.